This data is from Reaction yield outcomes from USPTO patents with 853,638 reactions. The task is: Predict the reaction yield, written as a fraction of the theoretical maximum amount of product (1.0 means a 100% yield; for example, 0.34 means a 34% yield). The reactants are [NH2:1][C:2]1[C:3]([F:23])=[CH:4][C:5]([CH3:22])=[C:6]([C:8]2[C:9](=[O:21])[N:10]([CH2:19][CH3:20])[C:11]3[C:16]([CH:17]=2)=[CH:15][N:14]=[C:13](Cl)[CH:12]=3)[CH:7]=1.[CH:24]1([NH2:27])[CH2:26][CH2:25]1. The catalyst is CCO.CN(C1C=CN=CC=1)C. The product is [NH2:1][C:2]1[C:3]([F:23])=[CH:4][C:5]([CH3:22])=[C:6]([C:8]2[C:9](=[O:21])[N:10]([CH2:19][CH3:20])[C:11]3[C:16]([CH:17]=2)=[CH:15][N:14]=[C:13]([NH:27][CH:24]2[CH2:26][CH2:25]2)[CH:12]=3)[CH:7]=1. The yield is 0.230.